This data is from Catalyst prediction with 721,799 reactions and 888 catalyst types from USPTO. The task is: Predict which catalyst facilitates the given reaction. (1) Reactant: [N:1]([CH2:4][CH:5]1[CH2:9][N:8]([C:10]2[CH:11]=[N:12][N:13]3[CH2:18][C@H:17]([CH3:19])[N:16]([C:20]([O:22][C:23]([CH3:26])([CH3:25])[CH3:24])=[O:21])[CH2:15][C:14]=23)[C:7](=[O:27])[CH2:6]1)=[N+]=[N-]. Product: [NH2:1][CH2:4][CH:5]1[CH2:9][N:8]([C:10]2[CH:11]=[N:12][N:13]3[CH2:18][C@H:17]([CH3:19])[N:16]([C:20]([O:22][C:23]([CH3:26])([CH3:25])[CH3:24])=[O:21])[CH2:15][C:14]=23)[C:7](=[O:27])[CH2:6]1. The catalyst class is: 403. (2) Reactant: [C:1](/[CH:3]=[CH:4]/[S:5]([C:8]1[CH:13]=[CH:12][C:11]([C:14]([CH3:19])([CH3:18])[C:15]([OH:17])=O)=[CH:10][CH:9]=1)(=[O:7])=[O:6])#[N:2].C([O:24][C:25](=[O:35])[CH2:26][O:27][C:28]1[CH:33]=[CH:32][CH:31]=[C:30]([NH2:34])[CH:29]=1)(C)(C)C.Cl.CN(C)CCCN=C=NCC.ON1C2C=CC=CC=2N=N1.FC(F)(F)C(O)=O. Product: [C:1](/[CH:3]=[CH:4]/[S:5]([C:8]1[CH:9]=[CH:10][C:11]([C:14]([CH3:19])([CH3:18])[C:15]([NH:34][C:30]2[CH:29]=[C:28]([CH:33]=[CH:32][CH:31]=2)[O:27][CH2:26][C:25]([OH:35])=[O:24])=[O:17])=[CH:12][CH:13]=1)(=[O:6])=[O:7])#[N:2]. The catalyst class is: 10. (3) Reactant: [F:1][C:2]1[CH:3]=[C:4]([C@@H:9]2[CH2:11][C@H:10]2[NH:12][C:13]2[C:14]3[N:25]=[N:24][N:23]([C@H:26]4[C@@H:30]5[O:31]C(C)(C)[O:33][C@@H:29]5[C@@H:28]([O:36][CH2:37][CH2:38][OH:39])[CH2:27]4)[C:15]=3[N:16]=[C:17]([S:19][CH2:20][CH2:21][CH3:22])[N:18]=2)[CH:5]=[CH:6][C:7]=1[F:8].C(=O)([O-])[O-].[K+].[K+].C(OCC)(=O)C. Product: [F:1][C:2]1[CH:3]=[C:4]([C@@H:9]2[CH2:11][C@H:10]2[NH:12][C:13]2[C:14]3[N:25]=[N:24][N:23]([C@@H:26]4[CH2:27][C@H:28]([O:36][CH2:37][CH2:38][OH:39])[C@@H:29]([OH:33])[C@H:30]4[OH:31])[C:15]=3[N:16]=[C:17]([S:19][CH2:20][CH2:21][CH3:22])[N:18]=2)[CH:5]=[CH:6][C:7]=1[F:8]. The catalyst class is: 240. (4) Reactant: Cl.[CH3:2][O:3][C:4]([CH:6]1[CH2:10][CH2:9][CH2:8][NH:7]1)=[O:5].C(N(CC)CC)C.[C:18]([O:22][C:23](O[C:23]([O:22][C:18]([CH3:21])([CH3:20])[CH3:19])=[O:24])=[O:24])([CH3:21])([CH3:20])[CH3:19]. Product: [CH3:2][O:3][C:4]([CH:6]1[CH2:10][CH2:9][CH2:8][N:7]1[C:23]([O:22][C:18]([CH3:21])([CH3:20])[CH3:19])=[O:24])=[O:5]. The catalyst class is: 245. (5) Product: [Cl:8][C:9]1[CH:14]=[CH:13][C:12]([S:15]([N:4]2[CH:5]=[CH:6][CH:7]=[C:3]2[CH2:1][CH3:2])(=[O:17])=[O:16])=[CH:11][CH:10]=1. The catalyst class is: 49. Reactant: [CH2:1]([C:3]1[NH:4][CH:5]=[CH:6][CH:7]=1)[CH3:2].[Cl:8][C:9]1[CH:14]=[CH:13][C:12]([S:15](Cl)(=[O:17])=[O:16])=[CH:11][CH:10]=1.[H-].[Na+]. (6) Reactant: [CH3:1][O:2][C:3]1[CH:8]=[CH:7][CH:6]=[CH:5][C:4]=1[N:9]1[CH2:14][CH2:13][C:12]([CH2:23][NH2:24])([C:15]2[CH:20]=[CH:19][CH:18]=[C:17]([O:21][CH3:22])[CH:16]=2)[CH2:11][CH2:10]1.O.C(N1[C:35](=[O:36])[C:34]2=[CH:37][CH:38]=[CH:39][CH:40]=[C:33]2[C:32]1=[O:41])(OCC)=O. Product: [CH3:1][O:2][C:3]1[CH:8]=[CH:7][CH:6]=[CH:5][C:4]=1[N:9]1[CH2:14][CH2:13][C:12]([CH2:23][N:24]2[C:35](=[O:36])[C:34]3[C:33](=[CH:40][CH:39]=[CH:38][CH:37]=3)[C:32]2=[O:41])([C:15]2[CH:20]=[CH:19][CH:18]=[C:17]([O:21][CH3:22])[CH:16]=2)[CH2:11][CH2:10]1. The catalyst class is: 10. (7) Reactant: N([O-])=O.[Na+].[CH3:5][O:6][C:7]1[C:8]([N+:14]([O-:16])=[O:15])=[C:9](N)[CH:10]=[CH:11][CH:12]=1.C([O-])(O)=O.[Na+].[ClH:22]. Product: [Cl:22][C:9]1[CH:10]=[CH:11][CH:12]=[C:7]([O:6][CH3:5])[C:8]=1[N+:14]([O-:16])=[O:15]. The catalyst class is: 6.